This data is from Catalyst prediction with 721,799 reactions and 888 catalyst types from USPTO. The task is: Predict which catalyst facilitates the given reaction. (1) Reactant: Cl[C:2]1[CH:7]=[CH:6][C:5]([CH3:8])=[CH:4][CH:3]=1.[C:9]1(B(O)O)[CH:14]=[CH:13]C=[CH:11][CH:10]=1.O.[C:19](=O)([O-])[O-].[K+].[K+]. Product: [CH3:19][C:2]1[CH:7]=[CH:6][C:5]([C:8]2[CH:13]=[CH:14][CH:9]=[CH:10][CH:11]=2)=[CH:4][CH:3]=1. The catalyst class is: 11. (2) Reactant: Cl.[CH2:2]([O:9][C:10]1[CH:19]=[CH:18][CH:17]=[C:16]2[C:11]=1[CH2:12][CH2:13][CH2:14][CH:15]2[C:20]([N:22]([C:29]1[CH:30]=[N:31][C:32]([CH:35]([CH3:37])[CH3:36])=[CH:33][CH:34]=1)[CH2:23][C:24]1[CH:25]=[N:26][NH:27][CH:28]=1)=[O:21])[C:3]1[CH:8]=[CH:7][CH:6]=[CH:5][CH:4]=1.C(N(CC)CC)C.[CH:45]1([C:51](Cl)=[O:52])[CH2:50][CH2:49][CH2:48][CH2:47][CH2:46]1. Product: [CH2:2]([O:9][C:10]1[CH:19]=[CH:18][CH:17]=[C:16]2[C:11]=1[CH2:12][CH2:13][CH2:14][CH:15]2[C:20]([N:22]([CH2:23][C:24]1[CH:25]=[N:26][N:27]([C:51]([CH:45]2[CH2:50][CH2:49][CH2:48][CH2:47][CH2:46]2)=[O:52])[CH:28]=1)[C:29]1[CH:30]=[N:31][C:32]([CH:35]([CH3:37])[CH3:36])=[CH:33][CH:34]=1)=[O:21])[C:3]1[CH:8]=[CH:7][CH:6]=[CH:5][CH:4]=1. The catalyst class is: 9. (3) Reactant: [CH3:1][C:2]1[CH:7]=[CH:6][CH:5]=[C:4]([NH:8][C:9]2[CH:14]=[CH:13][CH:12]=[CH:11][CH:10]=2)[C:3]=1[NH2:15].[C:16]([O:20][C:21]([NH:23][C@@H:24]([CH3:28])[C:25](O)=[O:26])=[O:22])([CH3:19])([CH3:18])[CH3:17].C1C=CC2N(O)N=NC=2C=1.CN1CCOCC1.Cl.CN(C)CCCN=C=NCC. Product: [C:16]([O:20][C:21](=[O:22])[NH:23][C@H:24]([C:25](=[O:26])[NH:15][C:3]1[C:4]([NH:8][C:9]2[CH:10]=[CH:11][CH:12]=[CH:13][CH:14]=2)=[CH:5][CH:6]=[CH:7][C:2]=1[CH3:1])[CH3:28])([CH3:17])([CH3:18])[CH3:19]. The catalyst class is: 2. (4) Reactant: C(OC1C(OC(=O)C)=C(I)C=CC=1)(=O)C.[CH3:16][C:17]([CH3:30])([CH:20]([OH:29])[CH2:21][CH2:22][C:23]1[CH:28]=[CH:27][CH:26]=[CH:25][CH:24]=1)[CH2:18][OH:19].O.C(=O)(O)[O-].[Na+]. Product: [OH:29][CH:20]([CH2:21][CH2:22][C:23]1[CH:24]=[CH:25][CH:26]=[CH:27][CH:28]=1)[C:17]([CH3:16])([CH3:30])[CH:18]=[O:19]. The catalyst class is: 4. (5) Reactant: Br[C:2]1[N:7]=[C:6]([CH2:8][OH:9])[C:5]([F:10])=[CH:4][CH:3]=1. Product: [F:10][C:5]1[C:6]([CH2:8][OH:9])=[N:7][CH:2]=[CH:3][CH:4]=1. The catalyst class is: 5.